Predict the reaction yield, written as a fraction of the theoretical maximum amount of product (1.0 means a 100% yield; for example, 0.34 means a 34% yield). From a dataset of Reaction yield outcomes from USPTO patents with 853,638 reactions. The reactants are [F:1][C:2]1[CH:3]=[C:4]([C@H:8]2[CH2:12][CH2:11][CH2:10][N:9]2[C:13]2[CH:18]=[CH:17][N:16]3[N:19]=[CH:20][C:21]([C:22]([OH:24])=O)=[C:15]3[N:14]=2)[CH:5]=[N:6][CH:7]=1.CN(C(ON1N=NC2C=CC=NC1=2)=[N+](C)C)C.F[P-](F)(F)(F)(F)F.FC(F)(F)C(O)=O.[CH3:56][C:57]1([OH:61])[CH2:60][NH:59][CH2:58]1.CCN(C(C)C)C(C)C. The catalyst is CN(C=O)C. The product is [F:1][C:2]1[CH:3]=[C:4]([C@H:8]2[CH2:12][CH2:11][CH2:10][N:9]2[C:13]2[CH:18]=[CH:17][N:16]3[N:19]=[CH:20][C:21]([C:22]([N:59]4[CH2:60][C:57]([OH:61])([CH3:56])[CH2:58]4)=[O:24])=[C:15]3[N:14]=2)[CH:5]=[N:6][CH:7]=1. The yield is 0.820.